From a dataset of Reaction yield outcomes from USPTO patents with 853,638 reactions. Predict the reaction yield, written as a fraction of the theoretical maximum amount of product (1.0 means a 100% yield; for example, 0.34 means a 34% yield). The yield is 1.00. The product is [CH3:1][N:15]1[CH2:20][CH2:19][CH:18]([C:21]2[N:22]=[CH:23][C:24]([C:27]([O:29][CH3:30])=[O:28])=[N:25][CH:26]=2)[CH2:17][CH2:16]1. The catalyst is CO. The reactants are [C:1](O[BH-](OC(=O)C)OC(=O)C)(=O)C.[Na+].[NH:15]1[CH2:20][CH2:19][CH:18]([C:21]2[N:22]=[CH:23][C:24]([C:27]([O:29][CH3:30])=[O:28])=[N:25][CH:26]=2)[CH2:17][CH2:16]1.C=O.C(O)(=O)C.